Dataset: Full USPTO retrosynthesis dataset with 1.9M reactions from patents (1976-2016). Task: Predict the reactants needed to synthesize the given product. (1) Given the product [C:4]([O:3][C:1]([CH2:66][NH:63][CH2:61][C:62]([NH:14][C:15]1[CH:16]=[CH:17][C:18]2[O:22][C:21]([C:23]([O:25][CH2:26][CH3:27])=[O:24])=[CH:20][C:19]=2[CH:28]=1)=[O:36])=[O:2])([CH3:5])([CH3:6])[CH3:7], predict the reactants needed to synthesize it. The reactants are: [C:1](N(CC(O)=O)C)([O:3][C:4]([CH3:7])([CH3:6])[CH3:5])=[O:2].[NH2:14][C:15]1[CH:16]=[CH:17][C:18]2[O:22][C:21]([C:23]([O:25][CH2:26][CH3:27])=[O:24])=[CH:20][C:19]=2[CH:28]=1.CN(C([O:36]N1N=NC2C=CC=CC1=2)=[N+](C)C)C.[B-](F)(F)(F)F.C1C=CC2N(O)N=NC=2C=1.[CH2:61]([N:63]([CH2:66]C)CC)[CH3:62]. (2) The reactants are: Br[C:2]1[CH:7]=[CH:6][C:5]([Br:8])=[CH:4][N:3]=1.[NH:9]1[CH:13]=[N:12][CH:11]=[N:10]1.O. Given the product [Br:8][C:5]1[CH:6]=[CH:7][C:2]([N:9]2[CH:13]=[N:12][CH:11]=[N:10]2)=[N:3][CH:4]=1, predict the reactants needed to synthesize it. (3) Given the product [CH:8]1[CH:7]=[CH:6][CH:5]=[C:4]2[C:9]=1[C:10]1[N:14]3[CH2:15][CH2:16][O:17][CH2:18][C:13]3=[N:12][C:11]=1[C:2]([NH2:1])=[N:3]2, predict the reactants needed to synthesize it. The reactants are: [NH2:1][C:2]1[C:11]2[N:12]=[C:13]3[CH2:18][O:17][CH2:16][C@H:15](CCCNC(=O)OC(C)(C)C)[N:14]3[C:10]=2[C:9]2[C:4](=[CH:5][CH:6]=[CH:7][CH:8]=2)[N:3]=1.Cl.